From a dataset of Reaction yield outcomes from USPTO patents with 853,638 reactions. Predict the reaction yield, written as a fraction of the theoretical maximum amount of product (1.0 means a 100% yield; for example, 0.34 means a 34% yield). (1) The reactants are [C:1]([C:5]1[CH:12]=[CH:11][C:8]([CH:9]=O)=[CH:7][CH:6]=1)([CH3:4])([CH3:3])[CH3:2].[CH2:13]([NH2:17])[CH2:14][CH2:15][CH3:16].[BH4-].[Na+]. The catalyst is CO.Cl. The product is [CH2:13]([NH:17][CH2:9][C:8]1[CH:11]=[CH:12][C:5]([C:1]([CH3:4])([CH3:3])[CH3:2])=[CH:6][CH:7]=1)[CH2:14][CH2:15][CH3:16]. The yield is 0.510. (2) The reactants are [O:1]1[CH2:5][CH2:4][CH2:3][CH:2]1[CH2:6][CH2:7][C:8]1[CH:13]=[CH:12][C:11]([CH2:14][OH:15])=[CH:10][CH:9]=1. The catalyst is [O-2].[O-2].[Mn+4].C(OCC)(=O)C. The product is [O:1]1[CH2:5][CH2:4][CH2:3][CH:2]1[CH2:6][CH2:7][C:8]1[CH:9]=[CH:10][C:11]([CH:14]=[O:15])=[CH:12][CH:13]=1. The yield is 0.950.